Dataset: Reaction yield outcomes from USPTO patents with 853,638 reactions. Task: Predict the reaction yield, written as a fraction of the theoretical maximum amount of product (1.0 means a 100% yield; for example, 0.34 means a 34% yield). The reactants are [N:1]12[CH2:8][CH2:7][C:4]([C:9]([C:17]3[CH:22]=[CH:21][CH:20]=[CH:19][CH:18]=3)([C:11]3[CH:16]=[CH:15][CH:14]=[CH:13][CH:12]=3)[OH:10])([CH2:5][CH2:6]1)[CH2:3][CH2:2]2.[Br:23][CH2:24][CH2:25][CH2:26][O:27][C:28]1[CH:33]=[CH:32][C:31]([C:34]2[CH:39]=[CH:38][CH:37]=[CH:36][CH:35]=2)=[CH:30][CH:29]=1. The yield is 0.752. The product is [Br-:23].[C:31]1([C:34]2[CH:35]=[CH:36][CH:37]=[CH:38][CH:39]=2)[CH:30]=[CH:29][C:28]([O:27][CH2:26][CH2:25][CH2:24][N+:1]23[CH2:6][CH2:5][C:4]([C:9]([OH:10])([C:17]4[CH:22]=[CH:21][CH:20]=[CH:19][CH:18]=4)[C:11]4[CH:12]=[CH:13][CH:14]=[CH:15][CH:16]=4)([CH2:3][CH2:2]2)[CH2:7][CH2:8]3)=[CH:33][CH:32]=1. The catalyst is CC#N.